From a dataset of Catalyst prediction with 721,799 reactions and 888 catalyst types from USPTO. Predict which catalyst facilitates the given reaction. (1) Reactant: [CH3:1][O:2][C:3]([CH:5]1[CH2:9][CH2:8][N:7](CC2C=CC=CC=2)[CH2:6]1)=[O:4].[CH3:29][C:28]([O:27][C:25](O[C:25]([O:27][C:28]([CH3:31])([CH3:30])[CH3:29])=[O:26])=[O:26])([CH3:31])[CH3:30]. Product: [CH3:1][O:2][C:3]([CH:5]1[CH2:9][CH2:8][N:7]([C:25]([O:27][C:28]([CH3:29])([CH3:30])[CH3:31])=[O:26])[CH2:6]1)=[O:4]. The catalyst class is: 19. (2) Reactant: [ClH:1].[C:2]1([S:8]([N:11]2[C:19]3[CH:18]=[CH:17][CH:16]=[C:15]4[CH2:20][CH2:21][NH:22][CH2:23][C:13]([C:14]=34)=[CH:12]2)(=[O:10])=[O:9])[CH:7]=[CH:6][CH:5]=[CH:4][CH:3]=1.[C:24](O[BH-](OC(=O)C)OC(=O)C)(=O)[CH3:25].[Na+].C(O)(=O)C.C(=O)C.Cl. Product: [ClH:1].[CH2:24]([N:22]1[CH2:21][CH2:20][C:15]2[C:14]3[C:13](=[CH:12][N:11]([S:8]([C:2]4[CH:3]=[CH:4][CH:5]=[CH:6][CH:7]=4)(=[O:10])=[O:9])[C:19]=3[CH:18]=[CH:17][CH:16]=2)[CH2:23]1)[CH3:25]. The catalyst class is: 1. (3) Reactant: [OH-].[Li+].[CH3:3][C:4]1[CH:9]=[C:8]([N:10]2[CH:14]=[N:13][N:12]=[N:11]2)[N:7]=[CH:6][C:5]=1[CH2:15][C:16]([O-:18])=[O:17]. Product: [CH3:3][C:4]1[CH:9]=[C:8]([N:10]2[CH:14]=[N:13][N:12]=[N:11]2)[N:7]=[CH:6][C:5]=1[CH2:15][C:16]([OH:18])=[O:17]. The catalyst class is: 1. (4) Reactant: C([N:8]1[CH2:13][CH2:12][CH:11]([O:14][C:15]2[CH:20]=[CH:19][N:18]=[CH:17][CH:16]=2)[CH2:10][CH2:9]1)(OC(C)(C)C)=O.[ClH:21].Cl.N1C=CC=CC=1OC1CCNCC1.C(O)C. Product: [ClH:21].[ClH:21].[N:8]1[CH:13]=[CH:12][C:11]([O:14][CH:15]2[CH2:20][CH2:19][NH:18][CH2:17][CH2:16]2)=[CH:10][CH:9]=1. The catalyst class is: 27. (5) Reactant: [C:1]([O:5][C:6]([N:8]1[CH2:11][CH:10]([O:12][C:13]2[CH:18]=[C:17]([Cl:19])[CH:16]=[CH:15][C:14]=2[O:20][CH2:21][C:22]([OH:24])=O)[CH2:9]1)=[O:7])([CH3:4])([CH3:3])[CH3:2].CN(C=O)C.O[NH:31][C:32](=[NH:34])[CH3:33].C(N(CC)C(C)C)(C)C. Product: [C:1]([O:5][C:6]([N:8]1[CH2:11][CH:10]([O:12][C:13]2[CH:18]=[C:17]([Cl:19])[CH:16]=[CH:15][C:14]=2[O:20][CH2:21][C:22]2[O:24][N:34]=[C:32]([CH3:33])[N:31]=2)[CH2:9]1)=[O:7])([CH3:2])([CH3:4])[CH3:3]. The catalyst class is: 168. (6) Reactant: [C:1]([Si:5]([O:8][CH:9]([CH2:14][CH2:15][C:16]1[CH:21]=[CH:20][C:19]([C:22]([CH2:41][CH3:42])([C:25]2[CH:30]=[CH:29][C:28](B3OC(C)(C)C(C)(C)O3)=[C:27]([CH3:40])[CH:26]=2)[CH2:23][CH3:24])=[CH:18][C:17]=1[CH3:43])[C:10]([CH3:13])([CH3:12])[CH3:11])([CH3:7])[CH3:6])([CH3:4])([CH3:3])[CH3:2].[CH3:44][O:45][C:46](=[O:55])[CH2:47][C:48]1[CH:49]=[N:50][CH:51]=[C:52](Br)[CH:53]=1.P([O-])([O-])([O-])=O.[K+].[K+].[K+]. Product: [CH3:44][O:45][C:46](=[O:55])[CH2:47][C:48]1[CH:49]=[N:50][CH:51]=[C:52]([C:28]2[CH:29]=[CH:30][C:25]([C:22]([C:19]3[CH:20]=[CH:21][C:16]([CH2:15][CH2:14][CH:9]([O:8][Si:5]([C:1]([CH3:4])([CH3:3])[CH3:2])([CH3:6])[CH3:7])[C:10]([CH3:13])([CH3:12])[CH3:11])=[C:17]([CH3:43])[CH:18]=3)([CH2:23][CH3:24])[CH2:41][CH3:42])=[CH:26][C:27]=2[CH3:40])[CH:53]=1. The catalyst class is: 103. (7) Reactant: [Cl:1][C:2]1[CH:18]=[CH:17][C:5]([CH2:6][N:7]([CH2:13][CH:14]([CH3:16])[CH3:15])[CH:8]2[CH2:12][CH2:11][NH:10][CH2:9]2)=[CH:4][CH:3]=1.C(=O)([O-])[O-].[K+].[K+].Br[CH2:26][CH2:27]/[CH:28]=[C:29]1/[C:30]2[CH:43]=[C:42]([C:44]([OH:47])([CH3:46])[CH3:45])[CH:41]=[CH:40][C:31]=2[O:32][CH2:33][C:34]2[N:39]=[CH:38][CH:37]=[CH:36][C:35]/1=2. Product: [Cl:1][C:2]1[CH:18]=[CH:17][C:5]([CH2:6][N:7]([CH2:13][CH:14]([CH3:16])[CH3:15])[CH:8]2[CH2:12][CH2:11][N:10]([CH2:26][CH2:27][CH:28]=[C:29]3[C:35]4[CH:36]=[CH:37][CH:38]=[N:39][C:34]=4[CH2:33][O:32][C:31]4[CH:40]=[CH:41][C:42]([C:44]([OH:47])([CH3:46])[CH3:45])=[CH:43][C:30]3=4)[CH2:9]2)=[CH:4][CH:3]=1. The catalyst class is: 47. (8) Reactant: [Cl:1][C:2]1[CH:7]=[CH:6][C:5]([S:8]([NH:11][CH:12]([C:16]2[CH:21]=[CH:20][CH:19]=[CH:18][C:17]=2[C:22]([F:25])([F:24])[F:23])[C:13]([NH2:15])=[O:14])(=[O:10])=[O:9])=[CH:4][CH:3]=1.C([O-])([O-])=O.[Cs+].[Cs+].[CH2:32]([NH:34][C:35](=[O:44])[C:36]1[CH:41]=[CH:40][C:39]([CH2:42]Cl)=[CH:38][CH:37]=1)[CH3:33].CN(C=O)C. Product: [Cl:1][C:2]1[CH:3]=[CH:4][C:5]([S:8]([N:11]([CH2:42][C:39]2[CH:38]=[CH:37][C:36]([C:35]([NH:34][CH2:32][CH3:33])=[O:44])=[CH:41][CH:40]=2)[CH:12]([C:16]2[CH:21]=[CH:20][CH:19]=[CH:18][C:17]=2[C:22]([F:25])([F:23])[F:24])[C:13]([NH2:15])=[O:14])(=[O:10])=[O:9])=[CH:6][CH:7]=1. The catalyst class is: 25.